Dataset: NCI-60 drug combinations with 297,098 pairs across 59 cell lines. Task: Regression. Given two drug SMILES strings and cell line genomic features, predict the synergy score measuring deviation from expected non-interaction effect. (1) Drug 1: CC1=C(C(CCC1)(C)C)C=CC(=CC=CC(=CC(=O)O)C)C. Drug 2: CC12CCC3C(C1CCC2O)C(CC4=C3C=CC(=C4)O)CCCCCCCCCS(=O)CCCC(C(F)(F)F)(F)F. Cell line: HCT-15. Synergy scores: CSS=22.9, Synergy_ZIP=3.42, Synergy_Bliss=0.205, Synergy_Loewe=6.21, Synergy_HSA=3.42. (2) Drug 1: CC1=C(C(CCC1)(C)C)C=CC(=CC=CC(=CC(=O)O)C)C. Drug 2: C1=NC2=C(N1)C(=S)N=CN2. Cell line: COLO 205. Synergy scores: CSS=26.1, Synergy_ZIP=-6.62, Synergy_Bliss=-1.11, Synergy_Loewe=-34.0, Synergy_HSA=-6.96. (3) Drug 1: C1=C(C(=O)NC(=O)N1)F. Drug 2: C1=CC(=CC=C1CC(C(=O)O)N)N(CCCl)CCCl.Cl. Synergy scores: CSS=36.4, Synergy_ZIP=5.23, Synergy_Bliss=6.38, Synergy_Loewe=6.97, Synergy_HSA=8.18. Cell line: MALME-3M. (4) Drug 1: CN1CCC(CC1)COC2=C(C=C3C(=C2)N=CN=C3NC4=C(C=C(C=C4)Br)F)OC. Drug 2: C1=CC(=CC=C1C#N)C(C2=CC=C(C=C2)C#N)N3C=NC=N3. Cell line: DU-145. Synergy scores: CSS=11.9, Synergy_ZIP=-5.08, Synergy_Bliss=3.75, Synergy_Loewe=-2.25, Synergy_HSA=3.21. (5) Drug 1: CC1C(C(=O)NC(C(=O)N2CCCC2C(=O)N(CC(=O)N(C(C(=O)O1)C(C)C)C)C)C(C)C)NC(=O)C3=C4C(=C(C=C3)C)OC5=C(C(=O)C(=C(C5=N4)C(=O)NC6C(OC(=O)C(N(C(=O)CN(C(=O)C7CCCN7C(=O)C(NC6=O)C(C)C)C)C)C(C)C)C)N)C. Drug 2: C1CC(=O)NC(=O)C1N2C(=O)C3=CC=CC=C3C2=O. Cell line: SN12C. Synergy scores: CSS=16.5, Synergy_ZIP=-4.97, Synergy_Bliss=-2.60, Synergy_Loewe=-70.0, Synergy_HSA=-2.47. (6) Drug 1: CC1=C(C=C(C=C1)NC2=NC=CC(=N2)N(C)C3=CC4=NN(C(=C4C=C3)C)C)S(=O)(=O)N.Cl. Drug 2: CCCS(=O)(=O)NC1=C(C(=C(C=C1)F)C(=O)C2=CNC3=C2C=C(C=N3)C4=CC=C(C=C4)Cl)F. Cell line: SNB-19. Synergy scores: CSS=-1.71, Synergy_ZIP=1.90, Synergy_Bliss=2.41, Synergy_Loewe=0.885, Synergy_HSA=-0.163. (7) Drug 1: CC=C1C(=O)NC(C(=O)OC2CC(=O)NC(C(=O)NC(CSSCCC=C2)C(=O)N1)C(C)C)C(C)C. Drug 2: CC1=C(N=C(N=C1N)C(CC(=O)N)NCC(C(=O)N)N)C(=O)NC(C(C2=CN=CN2)OC3C(C(C(C(O3)CO)O)O)OC4C(C(C(C(O4)CO)O)OC(=O)N)O)C(=O)NC(C)C(C(C)C(=O)NC(C(C)O)C(=O)NCCC5=NC(=CS5)C6=NC(=CS6)C(=O)NCCC[S+](C)C)O. Cell line: NCI-H322M. Synergy scores: CSS=17.5, Synergy_ZIP=1.85, Synergy_Bliss=2.56, Synergy_Loewe=-25.8, Synergy_HSA=2.56. (8) Drug 1: CC12CCC3C(C1CCC2=O)CC(=C)C4=CC(=O)C=CC34C. Drug 2: C1=C(C(=O)NC(=O)N1)F. Cell line: MCF7. Synergy scores: CSS=31.0, Synergy_ZIP=-4.45, Synergy_Bliss=-4.69, Synergy_Loewe=-1.61, Synergy_HSA=0.280. (9) Drug 2: CC1=C2C(C(=O)C3(C(CC4C(C3C(C(C2(C)C)(CC1OC(=O)C(C(C5=CC=CC=C5)NC(=O)OC(C)(C)C)O)O)OC(=O)C6=CC=CC=C6)(CO4)OC(=O)C)O)C)O. Synergy scores: CSS=22.5, Synergy_ZIP=-3.20, Synergy_Bliss=-4.72, Synergy_Loewe=-3.00, Synergy_HSA=-2.92. Drug 1: C1=NC2=C(N1)C(=S)N=C(N2)N. Cell line: UO-31. (10) Drug 1: CN1C(=O)N2C=NC(=C2N=N1)C(=O)N. Drug 2: C1CNP(=O)(OC1)N(CCCl)CCCl. Cell line: CCRF-CEM. Synergy scores: CSS=5.54, Synergy_ZIP=-0.171, Synergy_Bliss=2.09, Synergy_Loewe=-1.49, Synergy_HSA=-0.646.